From a dataset of Reaction yield outcomes from USPTO patents with 853,638 reactions. Predict the reaction yield, written as a fraction of the theoretical maximum amount of product (1.0 means a 100% yield; for example, 0.34 means a 34% yield). (1) The reactants are [CH3:1][C:2]1[O:6][C:5]([C:7]([O:9]C)=[O:8])=[CH:4][C:3]=1[C:11]1[N:15]([CH3:16])[N:14]=[CH:13][CH:12]=1.[Cl:17]N1C(=O)CCC1=O.[OH-].[Na+]. The catalyst is O1CCCC1. The product is [Cl:17][C:12]1[CH:13]=[N:14][N:15]([CH3:16])[C:11]=1[C:3]1[CH:4]=[C:5]([C:7]([OH:9])=[O:8])[O:6][C:2]=1[CH3:1]. The yield is 0.840. (2) The reactants are [CH:1]([O:4][C:5]1[N:10]=[C:9]([C:11]2[C:19]3[C:14](=[CH:15][CH:16]=[C:17]([C:20]4[N:24]=[C:23]([NH:25][CH3:26])[O:22][N:21]=4)[CH:18]=3)[N:13](S(C3C=CC(C)=CC=3)(=O)=O)[CH:12]=2)[CH:8]=[N:7][CH:6]=1)([CH3:3])[CH3:2].[OH-].[Na+]. The catalyst is O1CCOCC1. The product is [CH:1]([O:4][C:5]1[N:10]=[C:9]([C:11]2[C:19]3[C:14](=[CH:15][CH:16]=[C:17]([C:20]4[N:24]=[C:23]([NH:25][CH3:26])[O:22][N:21]=4)[CH:18]=3)[NH:13][CH:12]=2)[CH:8]=[N:7][CH:6]=1)([CH3:3])[CH3:2]. The yield is 0.207. (3) The reactants are [NH2:1][C:2]1[CH:10]=[CH:9][C:5]([C:6]([OH:8])=O)=[CH:4][N:3]=1.[CH:11]([NH2:14])([CH3:13])[CH3:12].C(P(O)(=O)O)CC.C(N(CC)CC)C.C(=O)(O)[O-].[Na+]. The catalyst is C(Cl)(Cl)Cl. The product is [NH2:1][C:2]1[CH:10]=[CH:9][C:5]([C:6]([NH:14][CH:11]([CH3:13])[CH3:12])=[O:8])=[CH:4][N:3]=1. The yield is 0.0800.